From a dataset of Reaction yield outcomes from USPTO patents with 853,638 reactions. Predict the reaction yield, written as a fraction of the theoretical maximum amount of product (1.0 means a 100% yield; for example, 0.34 means a 34% yield). (1) The reactants are O1CCCCC1[O:7][CH:8]([CH2:27][CH2:28][CH2:29][CH2:30][CH2:31][C:32]([CH3:43])([CH3:42])[CH2:33][C:34](=[O:41])[C:35]1[CH:40]=[CH:39][CH:38]=[N:37][CH:36]=1)[CH2:9][CH2:10][CH2:11][CH2:12][CH2:13][C:14]([CH3:26])([CH3:25])[CH2:15][O:16][C:17](=[O:24])[C:18]1[CH:23]=[CH:22][CH:21]=[N:20][CH:19]=1.C(O)(=O)C.C1COCC1. The catalyst is O. The product is [OH:7][CH:8]([CH2:27][CH2:28][CH2:29][CH2:30][CH2:31][C:32]([CH3:43])([CH3:42])[CH2:33][C:34](=[O:41])[C:35]1[CH:40]=[CH:39][CH:38]=[N:37][CH:36]=1)[CH2:9][CH2:10][CH2:11][CH2:12][CH2:13][C:14]([CH3:26])([CH3:25])[CH2:15][O:16][C:17](=[O:24])[C:18]1[CH:23]=[CH:22][CH:21]=[N:20][CH:19]=1. The yield is 0.580. (2) The product is [ClH:1].[C:37]([O:44][CH2:36][C:31]1[CH:30]=[C:29]([C:26]2[CH:25]=[CH:24][C:23]([C:21]([N:18]3[CH2:17][CH2:16][N:15]([S:12]([C:7]4[CH:6]=[CH:5][C:4]5[C:9](=[CH:10][CH:11]=[C:2]([Cl:1])[CH:3]=5)[CH:8]=4)(=[O:14])=[O:13])[CH2:20][CH2:19]3)=[O:22])=[CH:28][CH:27]=2)[CH:34]=[CH:33][N:32]=1)(=[O:39])[CH3:38]. The yield is 0.870. The catalyst is C(OC(=O)C)(=O)C. The reactants are [Cl:1][C:2]1[CH:3]=[C:4]2[C:9](=[CH:10][CH:11]=1)[CH:8]=[C:7]([S:12]([N:15]1[CH2:20][CH2:19][N:18]([C:21]([C:23]3[CH:28]=[CH:27][C:26]([C:29]4[CH:34]=[CH:33][N+:32]([O-])=[C:31]([CH3:36])[CH:30]=4)=[CH:25][CH:24]=3)=[O:22])[CH2:17][CH2:16]1)(=[O:14])=[O:13])[CH:6]=[CH:5]2.[CH2:37]([OH:39])[CH3:38].ClCCl.C(=O)(O)[O-:44].[Na+]. (3) The reactants are [CH2:1]([C:3]([C:28]1[CH:41]=[CH:40][C:31]([O:32][CH2:33][C@@H:34]2[O:38][C:37](=[O:39])[CH2:36][CH2:35]2)=[C:30]([CH3:42])[CH:29]=1)([C:6]1[CH:11]=[CH:10][C:9]([C:12]#[C:13][C:14]([O:23][CH2:24][O:25][CH3:26])([C:19]([F:22])([F:21])[F:20])[C:15]([F:18])([F:17])[F:16])=[C:8]([CH3:27])[CH:7]=1)[CH2:4][CH3:5])[CH3:2].[H-].[H-].[H-].[H-].[Li+].[Al+3].C(OCC)(=O)C. The catalyst is CCOCC.[Cl-].[Na+].O.CC(O)C.C(Br)(Br)(Br)Br. The product is [CH2:1]([C:3]([C:28]1[CH:41]=[CH:40][C:31]([O:32][CH2:33][C@H:34]([OH:38])[CH2:35][CH2:36][CH2:37][OH:39])=[C:30]([CH3:42])[CH:29]=1)([C:6]1[CH:11]=[CH:10][C:9]([C:12]#[C:13][C:14]([O:23][CH2:24][O:25][CH3:26])([C:19]([F:20])([F:21])[F:22])[C:15]([F:18])([F:16])[F:17])=[C:8]([CH3:27])[CH:7]=1)[CH2:4][CH3:5])[CH3:2]. The yield is 0.917. (4) The reactants are [CH2:1]([O:3][C:4](=[O:19])[C@H:5]([N:7]1[C:12]2[CH:13]=[CH:14][C:15]([Br:17])=[CH:16][C:11]=2[O:10][CH2:9][C:8]1=O)[CH3:6])[CH3:2].COC1C=CC(P2(SP(C3C=CC(OC)=CC=3)(=S)S2)=[S:29])=CC=1. The catalyst is C1(C)C=CC=CC=1. The product is [CH2:1]([O:3][C:4](=[O:19])[C@H:5]([N:7]1[C:12]2[CH:13]=[CH:14][C:15]([Br:17])=[CH:16][C:11]=2[O:10][CH2:9][C:8]1=[S:29])[CH3:6])[CH3:2]. The yield is 0.710.